This data is from Full USPTO retrosynthesis dataset with 1.9M reactions from patents (1976-2016). The task is: Predict the reactants needed to synthesize the given product. Given the product [CH3:33][N:31]1[CH:32]=[C:28]([C:25]2[CH:26]=[CH:27][C:22]3[N:23]([C:19]([S:18][C:14]4[CH:15]=[C:16]5[C:11](=[CH:12][CH:13]=4)[N:10]=[CH:9][C:8]([N:1]4[CH2:7][CH2:6][CH2:5][N:4]([CH2:35][CH2:36][OH:37])[CH2:3][CH2:2]4)=[CH:17]5)=[N:20][N:21]=3)[CH:24]=2)[CH:29]=[N:30]1, predict the reactants needed to synthesize it. The reactants are: [N:1]1([C:8]2[CH:9]=[N:10][C:11]3[C:16]([CH:17]=2)=[CH:15][C:14]([S:18][C:19]2[N:23]4[CH:24]=[C:25]([C:28]5[CH:29]=[N:30][N:31]([CH3:33])[CH:32]=5)[CH:26]=[CH:27][C:22]4=[N:21][N:20]=2)=[CH:13][CH:12]=3)[CH2:7][CH2:6][CH2:5][NH:4][CH2:3][CH2:2]1.Br[CH2:35][CH2:36][OH:37].C([O-])([O-])=O.[K+].[K+].